Dataset: Full USPTO retrosynthesis dataset with 1.9M reactions from patents (1976-2016). Task: Predict the reactants needed to synthesize the given product. Given the product [Cl:1][C:2]1[C:7]([CH:23]([OH:25])[C:18](=[CH2:19])[C:17]#[N:16])=[CH:6][C:5]([CH3:8])=[CH:4][N:3]=1, predict the reactants needed to synthesize it. The reactants are: [Cl:1][C:2]1(C=O)[CH:7]=[CH:6][C:5]([CH3:8])=[CH:4][NH:3]1.C1[N:16]2[CH2:17][CH2:18]N(CC2)C1.[C:19](#N)C=C.[CH2:23]([O:25]CC)C.